The task is: Predict which catalyst facilitates the given reaction.. This data is from Catalyst prediction with 721,799 reactions and 888 catalyst types from USPTO. (1) Product: [CH3:27][O:26][C:14]1[CH:13]=[C:12]([N:7]2[C:8](=[O:11])[C:9]3[S:10][C:2]([C:28]4[CH:33]=[CH:32][CH:31]=[CH:30][CH:29]=4)=[CH:3][C:4]=3[N:5]=[CH:6]2)[CH:17]=[CH:16][C:15]=1[O:18][CH2:19][CH2:20][N:21]1[CH2:25][CH2:24][CH2:23][CH2:22]1. Reactant: Br[C:2]1[S:10][C:9]2[C:8](=[O:11])[N:7]([C:12]3[CH:17]=[CH:16][C:15]([O:18][CH2:19][CH2:20][N:21]4[CH2:25][CH2:24][CH2:23][CH2:22]4)=[C:14]([O:26][CH3:27])[CH:13]=3)[CH:6]=[N:5][C:4]=2[CH:3]=1.[C:28]1(B(O)O)[CH:33]=[CH:32][CH:31]=[CH:30][CH:29]=1. The catalyst class is: 242. (2) Reactant: [N:1]1([C:9]([O:11][CH2:12][C:13]2[CH:18]=[CH:17][CH:16]=[CH:15][CH:14]=2)=[O:10])[CH2:8][CH2:7][CH2:6][C@H:2]1[C:3]([OH:5])=[O:4].CN1CCOCC1.[C:26]([C:28]1[CH:35]=[CH:34][C:31]([CH2:32][NH2:33])=[CH:30][CH:29]=1)#[N:27]. Product: [N:1]1([C:9]([O:11][CH2:12][C:13]2[CH:14]=[CH:15][CH:16]=[CH:17][CH:18]=2)=[O:10])[CH2:8][CH2:7][CH2:6][C@H:2]1[C:3]([OH:5])=[O:4].[C:26]([C:28]1[CH:35]=[CH:34][C:31]([CH2:32][NH-:33])=[CH:30][CH:29]=1)#[N:27]. The catalyst class is: 1. (3) Reactant: C([O:3][C:4](=[O:15])[CH2:5][CH:6]([C:13]#[N:14])[CH2:7][C@H:8]([CH3:12])[CH2:9][CH2:10][CH3:11])C.C([O-])(=O)C.[Ca+2].C([O-])(=O)C.[OH-].[Na+].Cl.[C:28]([NH2:32])([CH3:31])([CH3:30])[CH3:29]. Product: [C:28]([NH3+:32])([CH3:31])([CH3:30])[CH3:29].[C:13]([C@@H:6]([CH2:7][C@H:8]([CH3:12])[CH2:9][CH2:10][CH3:11])[CH2:5][C:4]([O-:15])=[O:3])#[N:14]. The catalyst class is: 6. (4) Reactant: [CH:1]12[CH2:7][CH:4]([CH2:5][CH2:6]1)[CH2:3][CH:2]2[C:8]1[NH:12][C:11]2[C:13]([O:21][CH3:22])=[CH:14][CH:15]=[C:16]([C:17]([O:19]C)=[O:18])[C:10]=2[N:9]=1. Product: [CH:1]12[CH2:7][CH:4]([CH2:5][CH2:6]1)[CH2:3][CH:2]2[C:8]1[NH:12][C:11]2[C:13]([O:21][CH3:22])=[CH:14][CH:15]=[C:16]([C:17]([OH:19])=[O:18])[C:10]=2[N:9]=1. The catalyst class is: 74. (5) Reactant: Cl.Cl.[Cl:3][C:4]1[C:8]([NH:9][CH2:10][CH3:11])=[CH:7][N:6]([C:12]2[CH:13]=[N:14][CH:15]=[CH:16][CH:17]=2)[N:5]=1.CCN(C(C)C)C(C)C.[C:27]([O:31][C:32]([N:34]1[CH2:38][CH2:37][CH:36]([C:39]([OH:41])=O)[CH2:35]1)=[O:33])([CH3:30])([CH3:29])[CH3:28].CCN=C=NCCCN(C)C. Product: [Cl:3][C:4]1[C:8]([N:9]([CH2:10][CH3:11])[C:39]([CH:36]2[CH2:37][CH2:38][N:34]([C:32]([O:31][C:27]([CH3:28])([CH3:29])[CH3:30])=[O:33])[CH2:35]2)=[O:41])=[CH:7][N:6]([C:12]2[CH:13]=[N:14][CH:15]=[CH:16][CH:17]=2)[N:5]=1. The catalyst class is: 2.